From a dataset of Reaction yield outcomes from USPTO patents with 853,638 reactions. Predict the reaction yield, written as a fraction of the theoretical maximum amount of product (1.0 means a 100% yield; for example, 0.34 means a 34% yield). (1) The catalyst is CO.[Ni]. The product is [NH2:20][C:11]1[CH:12]=[C:13]([NH:16][C:17](=[O:19])[CH3:18])[CH:14]=[CH:15][C:10]=1[C:7]([CH3:9])([CH3:8])[CH2:6][O:5][CH2:4][CH2:3][O:2][CH3:1]. The yield is 0.350. The reactants are [CH3:1][O:2][CH2:3][CH2:4][O:5][CH2:6][C:7]([C:10]1[CH:15]=[CH:14][C:13]([NH:16][C:17](=[O:19])[CH3:18])=[CH:12][C:11]=1[N+:20]([O-])=O)([CH3:9])[CH3:8]. (2) The reactants are [Br:1][C:2]1[CH:13]=[CH:12][C:5]([O:6][C@@H:7]([CH3:11])[C:8]([NH2:10])=O)=[CH:4][CH:3]=1.B. The catalyst is C1COCC1. The product is [Br:1][C:2]1[CH:13]=[CH:12][C:5]([O:6][C@@H:7]([CH3:11])[CH2:8][NH2:10])=[CH:4][CH:3]=1. The yield is 0.630. (3) The reactants are Cl[C:2]1[N:7]=[CH:6][C:5]([C:8]([O:10]C)=[O:9])=[CH:4][N:3]=1.[CH:12]([OH:15])([CH3:14])[CH3:13]. No catalyst specified. The product is [CH:12]([O:15][C:2]1[N:3]=[CH:4][C:5]([C:8]([OH:10])=[O:9])=[CH:6][N:7]=1)([CH3:14])[CH3:13]. The yield is 0.140. (4) The reactants are F[C:2]1[CH:7]=[CH:6][C:5]([C:8]#[N:9])=[CH:4][C:3]=1[CH:10]=O.O.[NH2:13][NH2:14]. No catalyst specified. The product is [NH:13]1[C:2]2[C:3](=[CH:4][C:5]([C:8]#[N:9])=[CH:6][CH:7]=2)[CH:10]=[N:14]1. The yield is 0.810. (5) The reactants are [CH3:1][O:2][CH2:3][CH:4]=O.[C:6]([O:10][C:11]([N:13]1[CH:22]([CH2:23][NH:24][CH:25]([C:34]([O:36][CH3:37])=[O:35])[CH2:26][C:27]2[CH:32]=[CH:31][C:30]([Cl:33])=[CH:29][CH:28]=2)[CH2:21][C:20]2[C:15](=[CH:16][CH:17]=[CH:18][CH:19]=2)[CH2:14]1)=[O:12])([CH3:9])([CH3:8])[CH3:7].C(O[BH-](OC(=O)C)OC(=O)C)(=O)C.[Na+].C(=O)C. The catalyst is C(#N)C. The product is [C:6]([O:10][C:11]([N:13]1[CH:22]([CH2:23][N:24]([CH:25]([C:34]([O:36][CH3:37])=[O:35])[CH2:26][C:27]2[CH:32]=[CH:31][C:30]([Cl:33])=[CH:29][CH:28]=2)[CH2:4][CH2:3][O:2][CH3:1])[CH2:21][C:20]2[C:15](=[CH:16][CH:17]=[CH:18][CH:19]=2)[CH2:14]1)=[O:12])([CH3:8])([CH3:9])[CH3:7]. The yield is 0.700. (6) The reactants are [NH2:1][C:2]1[C:11]2[C:6](=[CH:7][C:8]([C:12]3[CH:13]=[C:14]4[C:38](=[CH:39][CH:40]=3)[C:18]3[NH:19][C:20]([C@@H:22]5[CH2:26][CH2:25][CH2:24][N:23]5[C:27](=[O:37])[C@@H:28]([NH:32][C:33]([O:35][CH3:36])=[O:34])[CH:29]([CH3:31])[CH3:30])=[N:21][C:17]=3[CH:16]=[CH:15]4)=[CH:9][CH:10]=2)[CH:5]=[CH:4][C:3]=1[NH:41][C:42]([C@@H:44]1[CH2:48][C@H:47]([S:49][CH3:50])[CH2:46][N:45]1[C:51]([O:53][C:54]([CH3:57])([CH3:56])[CH3:55])=[O:52])=O. The catalyst is C(O)(=O)C. The product is [CH3:36][O:35][C:33]([NH:32][C@H:28]([C:27]([N:23]1[CH2:24][CH2:25][CH2:26][C@H:22]1[C:20]1[NH:19][C:18]2[C:38]3[C:14]([CH:15]=[CH:16][C:17]=2[N:21]=1)=[CH:13][C:12]([C:8]1[CH:7]=[C:6]2[C:11](=[CH:10][CH:9]=1)[C:2]1[NH:1][C:42]([C@@H:44]4[CH2:48][C@H:47]([S:49][CH3:50])[CH2:46][N:45]4[C:51]([O:53][C:54]([CH3:57])([CH3:56])[CH3:55])=[O:52])=[N:41][C:3]=1[CH:4]=[CH:5]2)=[CH:40][CH:39]=3)=[O:37])[CH:29]([CH3:30])[CH3:31])=[O:34]. The yield is 0.540.